Task: Predict the reactants needed to synthesize the given product.. Dataset: Full USPTO retrosynthesis dataset with 1.9M reactions from patents (1976-2016) Given the product [Cl:33][CH2:27][C:23]1[C:22]([CH2:29][CH3:30])=[C:21]([NH:20][C:7]2[C:6]3[C:11](=[CH:12][C:13]([O:14][CH2:15][CH3:16])=[C:4]([O:3][CH2:1][CH3:2])[CH:5]=3)[N:10]=[CH:9][C:8]=2[C:17]([NH2:19])=[O:18])[CH:26]=[CH:25][CH:24]=1, predict the reactants needed to synthesize it. The reactants are: [CH2:1]([O:3][C:4]1[CH:5]=[C:6]2[C:11](=[CH:12][C:13]=1[O:14][CH2:15][CH3:16])[N:10]=[CH:9][C:8]([C:17]([NH2:19])=[O:18])=[C:7]2[NH:20][C:21]1[CH:26]=[CH:25][CH:24]=[C:23]([CH2:27]O)[C:22]=1[CH2:29][CH3:30])[CH3:2].S(Cl)([Cl:33])=O.